From a dataset of Forward reaction prediction with 1.9M reactions from USPTO patents (1976-2016). Predict the product of the given reaction. Given the reactants [CH3:1][C@@H:2]([NH2:6])[CH:3]([CH3:5])[CH3:4].[CH:7]1([NH:10][C:11]([C:13]2[CH:14]=[C:15]([F:37])[C:16]([CH3:36])=[C:17]([C:19]3[CH:24]=[CH:23][C:22]([C:25](O)=[O:26])=[CH:21][C:20]=3[C:28]([NH:30][C:31]3[S:32][CH:33]=[CH:34][N:35]=3)=[O:29])[CH:18]=2)=[O:12])[CH2:9][CH2:8]1.Cl.CN(C)CCCN=C=NCC.CCOC(C)=O, predict the reaction product. The product is: [CH:7]1([NH:10][C:11]([C:13]2[CH:18]=[C:17]([C:19]3[C:20]([C:28]([NH:30][C:31]4[S:32][CH:33]=[CH:34][N:35]=4)=[O:29])=[CH:21][C:22]([C:25]([NH:6][C@H:2]([CH3:1])[CH:3]([CH3:5])[CH3:4])=[O:26])=[CH:23][CH:24]=3)[C:16]([CH3:36])=[C:15]([F:37])[CH:14]=2)=[O:12])[CH2:9][CH2:8]1.